This data is from Full USPTO retrosynthesis dataset with 1.9M reactions from patents (1976-2016). The task is: Predict the reactants needed to synthesize the given product. (1) Given the product [Cl:17][C:18]1[CH:48]=[C:47]([Cl:49])[CH:46]=[CH:45][C:19]=1[CH2:20][N:21]1[C:25]2[CH:26]=[C:27]([CH2:31][N:32]([CH3:1])[C:33]3[CH:34]=[C:35]([CH:41]=[CH:42][CH:43]=3)[C:36]([O:38][CH2:39][CH3:40])=[O:37])[CH:28]=[C:29]([CH3:30])[C:24]=2[N:23]=[C:22]1[CH3:44], predict the reactants needed to synthesize it. The reactants are: [C:1](O[BH-](OC(=O)C)OC(=O)C)(=O)C.[Na+].C=O.[Cl:17][C:18]1[CH:48]=[C:47]([Cl:49])[CH:46]=[CH:45][C:19]=1[CH2:20][N:21]1[C:25]2[CH:26]=[C:27]([CH2:31][NH:32][C:33]3[CH:34]=[C:35]([CH:41]=[CH:42][CH:43]=3)[C:36]([O:38][CH2:39][CH3:40])=[O:37])[CH:28]=[C:29]([CH3:30])[C:24]=2[N:23]=[C:22]1[CH3:44]. (2) Given the product [N+:1]([C:4]1[CH:9]=[CH:8][C:7]([C:10]([F:13])([F:12])[F:11])=[CH:6][C:5]=1[S:14]([Cl:20])(=[O:17])=[O:15])([O-:3])=[O:2], predict the reactants needed to synthesize it. The reactants are: [N+:1]([C:4]1[CH:9]=[CH:8][C:7]([C:10]([F:13])([F:12])[F:11])=[CH:6][C:5]=1[S:14]([OH:17])(=O)=[O:15])([O-:3])=[O:2].S(Cl)([Cl:20])=O. (3) Given the product [CH3:40][N:41]([CH3:42])[CH2:2][CH2:3][C:4]([NH:6][C:7]1[CH:12]=[CH:11][CH:10]=[C:9]([N:13]2[C:18]3[N:19]=[C:20]([NH:23][C:24]4[CH:29]=[CH:28][C:27]([N:30]5[CH2:35][CH2:34][N:33]([CH3:36])[CH2:32][CH2:31]5)=[CH:26][C:25]=4[O:37][CH3:38])[N:21]=[CH:22][C:17]=3[CH:16]=[CH:15][C:14]2=[O:39])[CH:8]=1)=[O:5], predict the reactants needed to synthesize it. The reactants are: Cl[CH2:2][CH2:3][C:4]([NH:6][C:7]1[CH:12]=[CH:11][CH:10]=[C:9]([N:13]2[C:18]3[N:19]=[C:20]([NH:23][C:24]4[CH:29]=[CH:28][C:27]([N:30]5[CH2:35][CH2:34][N:33]([CH3:36])[CH2:32][CH2:31]5)=[CH:26][C:25]=4[O:37][CH3:38])[N:21]=[CH:22][C:17]=3[CH:16]=[CH:15][C:14]2=[O:39])[CH:8]=1)=[O:5].[CH3:40][NH:41][CH3:42]. (4) Given the product [F:4][C:3]([F:6])([F:5])[C:1]([OH:7])=[O:2].[NH2:36][C:11]1[NH:12][C:13]([C:14]([NH:16][CH2:17][C:18]2[CH:23]=[CH:22][C:21]([Cl:24])=[C:20]([O:25][C:26]3[CH:31]=[C:30]([C:32]#[N:33])[CH:29]=[C:28]([Cl:34])[CH:27]=3)[C:19]=2[F:35])=[O:15])=[C:9]([Br:8])[N:10]=1, predict the reactants needed to synthesize it. The reactants are: [C:1]([OH:7])([C:3]([F:6])([F:5])[F:4])=[O:2].[Br:8][C:9]1[N:10]=[C:11]([N:36](C(OC(C)(C)C)=O)C(OC(C)(C)C)=O)[NH:12][C:13]=1[C:14]([NH:16][CH2:17][C:18]1[CH:23]=[CH:22][C:21]([Cl:24])=[C:20]([O:25][C:26]2[CH:31]=[C:30]([C:32]#[N:33])[CH:29]=[C:28]([Cl:34])[CH:27]=2)[C:19]=1[F:35])=[O:15]. (5) Given the product [CH3:33][O:34][C:35]([CH:37]1[CH2:40][N:39]([C:29]([C:23]2([C:20]3[CH:19]=[CH:18][C:17]([CH2:16][CH2:15][CH2:14][NH:13][C@@H:11]([C:1]4[C:10]5[C:5](=[CH:6][CH:7]=[CH:8][CH:9]=5)[CH:4]=[CH:3][CH:2]=4)[CH3:12])=[CH:22][CH:21]=3)[CH2:24][CH2:25][O:26][CH2:27][CH2:28]2)=[O:31])[CH2:38]1)=[O:36], predict the reactants needed to synthesize it. The reactants are: [C:1]1([C@H:11]([NH:13][CH2:14][CH2:15][CH2:16][C:17]2[CH:22]=[CH:21][C:20]([C:23]3([C:29]([OH:31])=O)[CH2:28][CH2:27][O:26][CH2:25][CH2:24]3)=[CH:19][CH:18]=2)[CH3:12])[C:10]2[C:5](=[CH:6][CH:7]=[CH:8][CH:9]=2)[CH:4]=[CH:3][CH:2]=1.Cl.[CH3:33][O:34][C:35]([CH:37]1[CH2:40][NH:39][CH2:38]1)=[O:36]. (6) Given the product [F:44][C:43]([F:46])([F:45])[C:41]1[CH:42]=[C:37]([CH:38]=[C:39]([C:47]([F:49])([F:50])[F:48])[CH:40]=1)[CH2:36][N:29]([CH2:28][C:27]1[C:22]([N:18]2[CH2:19][CH2:20][CH2:21][C@@H:17]2[C@H:14]2[CH2:13][CH2:12][C@H:11]([CH2:10][CH2:9][OH:8])[CH2:16][CH2:15]2)=[N:23][C:24]2[C:40]([CH:39]=1)=[CH:41][C:43]([F:44])=[C:51]([F:54])[CH:25]=2)[C:30]1[N:31]=[N:32][N:33]([CH3:35])[N:34]=1, predict the reactants needed to synthesize it. The reactants are: C([O:8][CH2:9][CH2:10][C@H:11]1[CH2:16][CH2:15][C@H:14]([C@H:17]2[CH2:21][CH2:20][CH2:19][N:18]2[C:22]2[C:27]([CH2:28][N:29]([CH2:36][C:37]3[CH:42]=[C:41]([C:43]([F:46])([F:45])[F:44])[CH:40]=[C:39]([C:47]([F:50])([F:49])[F:48])[CH:38]=3)[C:30]3[N:31]=[N:32][N:33]([CH3:35])[N:34]=3)=C[C:25]([C:51]([F:54])(F)F)=[CH:24][N:23]=2)[CH2:13][CH2:12]1)C1C=CC=CC=1.B(Br)(Br)Br. (7) Given the product [C:1]([O:5][C:6]([N:8]1[C:16]2[C:11](=[CH:12][C:13]([NH:17][CH:24]3[CH2:23][CH2:15][CH2:16][NH:8][CH2:6]3)=[CH:14][CH:15]=2)[CH:10]=[N:9]1)=[O:7])([CH3:4])([CH3:3])[CH3:2], predict the reactants needed to synthesize it. The reactants are: [C:1]([O:5][C:6]([N:8]1[C:16]2[C:11](=[CH:12][C:13]([N+:17]([O-])=O)=[CH:14][CH:15]=2)[CH:10]=[N:9]1)=[O:7])([CH3:4])([CH3:3])[CH3:2].CC(=O)O[CH2:23][CH3:24]. (8) Given the product [F:9][C:10]([F:19])([F:20])[C:11]1[CH:12]=[CH:13][C:14]([C@H:15]2[O:16][CH:4]=[N:3][CH:5]2[C:6]([NH2:8])=[O:7])=[CH:17][CH:18]=1, predict the reactants needed to synthesize it. The reactants are: [OH-].[K+].[N+:3]([CH2:5][C:6]([NH2:8])=[O:7])#[C-:4].[F:9][C:10]([F:20])([F:19])[C:11]1[CH:18]=[CH:17][C:14]([CH:15]=[O:16])=[CH:13][CH:12]=1. (9) Given the product [CH3:36][O:35][C:11]1[CH:10]=[C:9]([N:5]2[CH2:6][CH2:7][N:2]([CH3:1])[CH2:3][CH2:4]2)[C:14]([N+:15]([O-:17])=[O:16])=[CH:13][C:12]=1[NH:18][C:19]1[N:24]=[C:23]([C:25]2[C:33]3[C:28](=[CH:29][CH:30]=[CH:31][CH:32]=3)[N:27]([CH3:34])[CH:26]=2)[CH:22]=[CH:21][N:20]=1, predict the reactants needed to synthesize it. The reactants are: [CH3:1][N:2]1[CH2:7][CH2:6][NH:5][CH2:4][CH2:3]1.F[C:9]1[C:14]([N+:15]([O-:17])=[O:16])=[CH:13][C:12]([NH:18][C:19]2[N:24]=[C:23]([C:25]3[C:33]4[C:28](=[CH:29][CH:30]=[CH:31][CH:32]=4)[N:27]([CH3:34])[CH:26]=3)[CH:22]=[CH:21][N:20]=2)=[C:11]([O:35][CH3:36])[CH:10]=1.ClC1C(C2C3C(=CC=CC=3)N(C)C=2)=NC(NC2C=C([N+]([O-])=O)C(F)=CC=2OC)=NC=1.CCN(C(C)C)C(C)C.